This data is from Full USPTO retrosynthesis dataset with 1.9M reactions from patents (1976-2016). The task is: Predict the reactants needed to synthesize the given product. (1) Given the product [Cl:13][C:14]1[CH:19]=[CH:18][CH:17]=[CH:16][C:15]=1[N:20]1[C:24]([O:25][C:26]2[CH:31]=[CH:30][CH:29]=[CH:28][C:27]=2[NH:32][C:33]([NH:11][C:8]2[CH:9]=[CH:10][C:5]([CH:3]([N:2]([CH3:1])[CH3:12])[CH3:4])=[CH:6][CH:7]=2)=[O:34])=[CH:23][C:22]([CH3:35])=[N:21]1, predict the reactants needed to synthesize it. The reactants are: [CH3:1][N:2]([CH3:12])[CH:3]([C:5]1[CH:10]=[CH:9][C:8]([NH2:11])=[CH:7][CH:6]=1)[CH3:4].[Cl:13][C:14]1[CH:19]=[CH:18][CH:17]=[CH:16][C:15]=1[N:20]1[C:24]([O:25][C:26]2[CH:31]=[CH:30][CH:29]=[CH:28][C:27]=2[N:32]=[C:33]=[O:34])=[CH:23][C:22]([CH3:35])=[N:21]1. (2) Given the product [CH2:1]([O:3][C:4]1[CH:14]=[CH:13][C:12]([CH3:15])=[CH:11][C:5]=1[C:6]([OH:8])=[O:7])[CH3:2], predict the reactants needed to synthesize it. The reactants are: [CH2:1]([O:3][C:4]1[CH:14]=[CH:13][C:12]([CH3:15])=[CH:11][C:5]=1[C:6]([O:8]CC)=[O:7])[CH3:2].[OH-].[Na+]. (3) The reactants are: [CH3:1][C:2]1[CH:24]=[CH:23][CH:22]=[C:21]([CH3:25])[C:3]=1[CH2:4][N:5]1[C:13]2[C:8](=[CH:9][CH:10]=[C:11]([C:14](=O)[CH2:15][CH2:16][C:17]([OH:19])=[O:18])[CH:12]=2)[CH:7]=[CH:6]1.C1(C)C=CC=CC=1.Cl. Given the product [CH3:1][C:2]1[CH:24]=[CH:23][CH:22]=[C:21]([CH3:25])[C:3]=1[CH2:4][N:5]1[C:13]2[C:8](=[CH:9][CH:10]=[C:11]([CH2:14][CH2:15][CH2:16][C:17]([OH:19])=[O:18])[CH:12]=2)[CH:7]=[CH:6]1, predict the reactants needed to synthesize it. (4) Given the product [CH3:21][O:20][C:14]1[CH:13]=[CH:12][C:11]2[N:10]([N:9]=[C:8]([C:22]3[CH:27]=[CH:26][CH:25]=[CH:24][CH:23]=3)[C:7]=2[CH2:29][C:30]2[CH:31]=[CH:32][C:33]([CH3:40])=[C:34]([CH:39]=2)[C:35]([O:37][CH3:38])=[O:36])[C:15]=1[Si:16]([CH3:19])([CH3:18])[CH3:17], predict the reactants needed to synthesize it. The reactants are: C([Li])CCC.Br[C:7]1[C:8]([C:22]2[CH:27]=[CH:26][CH:25]=[CH:24][CH:23]=2)=[N:9][N:10]2[C:15]([Si:16]([CH3:19])([CH3:18])[CH3:17])=[C:14]([O:20][CH3:21])[CH:13]=[CH:12][C:11]=12.Br[CH2:29][C:30]1[CH:31]=[CH:32][C:33]([CH3:40])=[C:34]([CH:39]=1)[C:35]([O:37][CH3:38])=[O:36].C(=O)(O)[O-].[Na+]. (5) The reactants are: B(F)(F)F.[N:5]1[O:6][CH2:7][CH:8]2[CH2:12][N:11]([C:13]([O:15][CH2:16][C:17]3[CH:22]=[CH:21][CH:20]=[CH:19][CH:18]=3)=[O:14])[CH2:10][C:9]=12.[C:23]1([Mg]Br)[CH:28]=[CH:27][CH:26]=[CH:25][CH:24]=1. Given the product [C:23]1([C:9]23[CH2:10][N:11]([C:13]([O:15][CH2:16][C:17]4[CH:22]=[CH:21][CH:20]=[CH:19][CH:18]=4)=[O:14])[CH2:12][CH:8]2[CH2:7][O:6][NH:5]3)[CH:28]=[CH:27][CH:26]=[CH:25][CH:24]=1, predict the reactants needed to synthesize it. (6) Given the product [CH:15]1([NH:18][CH:11]2[CH2:12][CH2:13][N:8]([C:5]3[N:4]=[CH:3][C:2]([CH3:1])=[CH:7][N:6]=3)[CH2:9][CH2:10]2)[CH2:17][CH2:16]1, predict the reactants needed to synthesize it. The reactants are: [CH3:1][C:2]1[CH:3]=[N:4][C:5]([N:8]2[CH2:13][CH2:12][C:11](=O)[CH2:10][CH2:9]2)=[N:6][CH:7]=1.[CH:15]1([NH2:18])[CH2:17][CH2:16]1. (7) Given the product [CH3:8][C:4]1[CH:5]=[CH:6][CH:7]=[C:2]([CH3:1])[C:3]=1[NH:9][C:10](=[O:32])[CH2:11][N:12]1[CH2:17][CH2:16][N:15]([CH2:18][CH:19]([OH:31])[CH2:20][O:21][CH2:22][C:39]2[CH:44]=[CH:43][CH:42]=[CH:41][CH:40]=2)[CH2:14][CH2:13]1, predict the reactants needed to synthesize it. The reactants are: [CH3:1][C:2]1[CH:7]=[CH:6][CH:5]=[C:4]([CH3:8])[C:3]=1[NH:9][C:10](=[O:32])[CH2:11][N:12]1[CH2:17][CH2:16][N:15]([CH2:18][CH:19]([OH:31])[CH2:20][O:21][CH:22]2CC3C(=CC=CC=3)C2)[CH2:14][CH2:13]1.C(OC[C:39]1[CH:44]=[CH:43][CH:42]=[CH:41][CH:40]=1)C1OC1.O1CC1COC1CC2C(=CC=CC=2)C1. (8) Given the product [CH3:30][N:31]([CH3:35])[CH2:32][CH2:33][NH:34][C:2]1[CH:7]=[CH:6][C:5]([N:8]2[CH:12]=[CH:11][N:10]([C:13]3[CH:18]=[CH:17][C:16]([O:19][C:20]4[CH:25]=[CH:24][CH:23]=[CH:22][CH:21]=4)=[CH:15][CH:14]=3)[C:9]2=[O:26])=[CH:4][C:3]=1[N+:27]([O-:29])=[O:28], predict the reactants needed to synthesize it. The reactants are: F[C:2]1[CH:7]=[CH:6][C:5]([N:8]2[CH:12]=[CH:11][N:10]([C:13]3[CH:18]=[CH:17][C:16]([O:19][C:20]4[CH:25]=[CH:24][CH:23]=[CH:22][CH:21]=4)=[CH:15][CH:14]=3)[C:9]2=[O:26])=[CH:4][C:3]=1[N+:27]([O-:29])=[O:28].[CH3:30][N:31]([CH3:35])[CH2:32][CH2:33][NH2:34]. (9) Given the product [C:8]([O:12][CH2:16][C:5]1[N:4]=[N:3][C:2]([Cl:1])=[C:7]([CH:8]2[O:12][CH2:11][CH2:10][O:9]2)[C:6]=1[CH2:13][CH2:14][CH3:15])(=[O:9])[CH3:7], predict the reactants needed to synthesize it. The reactants are: [Cl:1][C:2]1[N:3]=[N+:4]([O-])[C:5]([CH3:16])=[C:6]([CH2:13][CH2:14][CH3:15])[C:7]=1[CH:8]1[O:12][CH2:11][CH2:10][O:9]1.